From a dataset of Peptide-MHC class II binding affinity with 134,281 pairs from IEDB. Regression. Given a peptide amino acid sequence and an MHC pseudo amino acid sequence, predict their binding affinity value. This is MHC class II binding data. (1) The peptide sequence is YKLGPSPKARSERPA. The MHC is DRB1_1201 with pseudo-sequence DRB1_1201. The binding affinity (normalized) is 0. (2) The peptide sequence is MGNSKSKSKLSANQY. The MHC is DRB1_0101 with pseudo-sequence DRB1_0101. The binding affinity (normalized) is 0.176. (3) The peptide sequence is KGEGGVWTFDSEEPL. The MHC is DRB3_0202 with pseudo-sequence DRB3_0202. The binding affinity (normalized) is 0.0670. (4) The peptide sequence is DTPSPKEYKKGDTTTGVY. The MHC is DRB1_0101 with pseudo-sequence DRB1_0101. The binding affinity (normalized) is 0.368. (5) The peptide sequence is WLDAKSTWYGKPTGAGPKDN. The MHC is DRB4_0101 with pseudo-sequence DRB4_0103. The binding affinity (normalized) is 0.